This data is from Forward reaction prediction with 1.9M reactions from USPTO patents (1976-2016). The task is: Predict the product of the given reaction. (1) Given the reactants [CH3:1][C:2]1[CH:8]=[CH:7][C:5]([NH2:6])=[CH:4][C:3]=1[N:9]1[C:16]2[N:12]([N:13]=[C:14]([C:17]3[CH:18]=[N:19][CH:20]=[CH:21][CH:22]=3)[CH:15]=2)[CH:11]=[CH:10]1.FC(F)(F)C(O)=O.[CH3:30][N:31]1[CH2:36][CH2:35][N:34]([C:37]2[CH:38]=[C:39]([CH:43]=[C:44]([S:46]([F:51])([F:50])([F:49])([F:48])[F:47])[CH:45]=2)[C:40](O)=[O:41])[CH2:33][CH2:32]1, predict the reaction product. The product is: [CH3:30][N:31]1[CH2:36][CH2:35][N:34]([C:37]2[CH:38]=[C:39]([CH:43]=[C:44]([S:46]([F:51])([F:47])([F:48])([F:49])[F:50])[CH:45]=2)[C:40]([NH:6][C:5]2[CH:7]=[CH:8][C:2]([CH3:1])=[C:3]([N:9]3[C:16]4[N:12]([N:13]=[C:14]([C:17]5[CH:18]=[N:19][CH:20]=[CH:21][CH:22]=5)[CH:15]=4)[CH:11]=[CH:10]3)[CH:4]=2)=[O:41])[CH2:33][CH2:32]1. (2) The product is: [F:1][C:2]1[CH:3]=[CH:4][C:5]([CH:8]([NH:19][C:20](=[O:26])[O:21][C:22]([CH3:23])([CH3:24])[CH3:25])[C:44](=[O:45])[C:42]2[CH:41]=[CH:40][CH:39]=[C:38]3[C:43]=2[N:34]=[CH:35][CH:36]=[CH:37]3)=[CH:6][CH:7]=1. Given the reactants [F:1][C:2]1[CH:7]=[CH:6][C:5]([CH:8]([NH:19][C:20](=[O:26])[O:21][C:22]([CH3:25])([CH3:24])[CH3:23])S(C2C=CC(C)=CC=2)(=O)=O)=[CH:4][CH:3]=1.C(N(CC)CC)C.[N:34]1[C:43]2[C:38](=[CH:39][CH:40]=[CH:41][C:42]=2[CH:44]=[O:45])[CH:37]=[CH:36][CH:35]=1.[Cl-].[NH4+], predict the reaction product.